From a dataset of NCI-60 drug combinations with 297,098 pairs across 59 cell lines. Regression. Given two drug SMILES strings and cell line genomic features, predict the synergy score measuring deviation from expected non-interaction effect. (1) Drug 1: C1C(C(OC1N2C=NC3=C2NC=NCC3O)CO)O. Drug 2: COCCOC1=C(C=C2C(=C1)C(=NC=N2)NC3=CC=CC(=C3)C#C)OCCOC.Cl. Cell line: MDA-MB-435. Synergy scores: CSS=12.0, Synergy_ZIP=1.18, Synergy_Bliss=-1.64, Synergy_Loewe=4.44, Synergy_HSA=3.11. (2) Drug 1: CC1CCC2CC(C(=CC=CC=CC(CC(C(=O)C(C(C(=CC(C(=O)CC(OC(=O)C3CCCCN3C(=O)C(=O)C1(O2)O)C(C)CC4CCC(C(C4)OC)O)C)C)O)OC)C)C)C)OC. Drug 2: CC(C)CN1C=NC2=C1C3=CC=CC=C3N=C2N. Synergy scores: CSS=15.8, Synergy_ZIP=-1.17, Synergy_Bliss=-2.66, Synergy_Loewe=-6.82, Synergy_HSA=-2.24. Cell line: MDA-MB-231. (3) Drug 1: CCCCC(=O)OCC(=O)C1(CC(C2=C(C1)C(=C3C(=C2O)C(=O)C4=C(C3=O)C=CC=C4OC)O)OC5CC(C(C(O5)C)O)NC(=O)C(F)(F)F)O. Cell line: UACC62. Synergy scores: CSS=70.5, Synergy_ZIP=-3.68, Synergy_Bliss=-4.62, Synergy_Loewe=-1.46, Synergy_HSA=1.33. Drug 2: N.N.Cl[Pt+2]Cl.